This data is from Reaction yield outcomes from USPTO patents with 853,638 reactions. The task is: Predict the reaction yield, written as a fraction of the theoretical maximum amount of product (1.0 means a 100% yield; for example, 0.34 means a 34% yield). (1) The reactants are [F:1][C:2]1[C:7]([F:8])=[CH:6][CH:5]=[C:4]([F:9])[C:3]=1[CH2:10][C:11](=[O:13])[CH3:12].[C:14]([O:18][C:19]([NH:21][CH:22]([CH2:29]OS(C)(=O)=O)[C:23]([O:25][CH:26]([CH3:28])[CH3:27])=[O:24])=[O:20])([CH3:17])([CH3:16])[CH3:15].C(O[Li])(C)(C)C. The catalyst is CC(OC)(C)C.[Br-].[Zn+2].[Br-]. The product is [C:14]([O:18][C:19]([NH:21][CH:22]([CH2:29][CH:10]([C:3]1[C:4]([F:9])=[CH:5][CH:6]=[C:7]([F:8])[C:2]=1[F:1])[C:11](=[O:13])[CH3:12])[C:23]([O:25][CH:26]([CH3:28])[CH3:27])=[O:24])=[O:20])([CH3:17])([CH3:16])[CH3:15]. The yield is 0.670. (2) The reactants are Br[C:2]1[CH:7]=[CH:6][C:5]([C@@H:8]([N:10]2[CH2:15][CH2:14][C@@:13]([C:21]3[CH:26]=[CH:25][C:24]([F:27])=[CH:23][CH:22]=3)([CH2:16][C:17]([OH:20])([CH3:19])[CH3:18])[O:12][C:11]2=[O:28])[CH3:9])=[CH:4][CH:3]=1.[CH3:29][C:30]1([CH3:46])[C:34]([CH3:36])([CH3:35])[O:33][B:32]([B:32]2[O:33][C:34]([CH3:36])([CH3:35])[C:30]([CH3:46])([CH3:29])[O:31]2)[O:31]1.CC([O-])=O.[K+]. The catalyst is CS(C)=O.CCOC(C)=O. The product is [F:27][C:24]1[CH:25]=[CH:26][C:21]([C@:13]2([CH2:16][C:17]([OH:20])([CH3:19])[CH3:18])[O:12][C:11](=[O:28])[N:10]([C@H:8]([C:5]3[CH:6]=[CH:7][C:2]([B:32]4[O:33][C:34]([CH3:36])([CH3:35])[C:30]([CH3:46])([CH3:29])[O:31]4)=[CH:3][CH:4]=3)[CH3:9])[CH2:15][CH2:14]2)=[CH:22][CH:23]=1. The yield is 0.990. (3) The reactants are [CH2:1]([O:8][C:9]1[CH:14]=[CH:13][N:12]([C:15]2[CH:16]=[CH:17][C:18]3[C:19]4[CH2:28][NH:27][CH2:26][CH2:25][C:20]=4[N:21]([CH3:24])[C:22]=3[CH:23]=2)[C:11](=[O:29])[CH:10]=1)[C:2]1[CH:7]=[CH:6][CH:5]=[CH:4][CH:3]=1.I[CH2:31][CH2:32][OH:33].C(N(CC)CC)C.[ClH:41]. The catalyst is CC#N. The product is [ClH:41].[ClH:41].[CH2:1]([O:8][C:9]1[CH:14]=[CH:13][N:12]([C:15]2[CH:16]=[CH:17][C:18]3[C:19]4[CH2:28][N:27]([CH2:31][CH2:32][OH:33])[CH2:26][CH2:25][C:20]=4[N:21]([CH3:24])[C:22]=3[CH:23]=2)[C:11](=[O:29])[CH:10]=1)[C:2]1[CH:3]=[CH:4][CH:5]=[CH:6][CH:7]=1. The yield is 0.270. (4) The reactants are Cl[C:2]1[C:7]([Cl:8])=[CH:6][CH:5]=[CH:4][C:3]=1[N+:9]([O-:11])=[O:10].[NH:12]1[CH2:17][CH2:16][CH2:15][CH2:14][CH2:13]1. The catalyst is CCOC(C)=O. The product is [Cl:8][C:7]1[CH:6]=[CH:5][CH:4]=[C:3]([N+:9]([O-:11])=[O:10])[C:2]=1[N:12]1[CH2:17][CH2:16][CH2:15][CH2:14][CH2:13]1. The yield is 0.660.